From a dataset of Catalyst prediction with 721,799 reactions and 888 catalyst types from USPTO. Predict which catalyst facilitates the given reaction. (1) Reactant: [CH3:1][O:2][C:3]1[CH:4]=[C:5]([N:13]=[C:14]=S)[CH:6]=[C:7]([O:11][CH3:12])[C:8]=1[O:9][CH3:10].C(N=C=NC(C)C)(C)C.[NH2:25][C:26]1[CH:35]=[CH:34][C:29]([C:30]([O:32][CH3:33])=[O:31])=[CH:28][C:27]=1[NH:36][CH2:37][CH2:38][CH2:39][NH:40][C:41]([O:43][C:44]([CH3:47])([CH3:46])[CH3:45])=[O:42]. Product: [C:44]([O:43][C:41]([NH:40][CH2:39][CH2:38][CH2:37][N:36]1[C:27]2[CH:28]=[C:29]([C:30]([O:32][CH3:33])=[O:31])[CH:34]=[CH:35][C:26]=2[N:25]=[C:14]1[NH:13][C:5]1[CH:4]=[C:3]([O:2][CH3:1])[C:8]([O:9][CH3:10])=[C:7]([O:11][CH3:12])[CH:6]=1)=[O:42])([CH3:46])([CH3:47])[CH3:45]. The catalyst class is: 7. (2) Reactant: [NH2:1][C:2]1[CH:7]=[C:6]([OH:8])[CH:5]=[CH:4][C:3]=1[S:9][C:10]1[CH:15]=[CH:14][C:13]([NH:16][C:17](=[O:19])[CH3:18])=[CH:12][CH:11]=1.[CH3:20][C:21]1[CH:22]=[C:23]([CH:26]=[CH:27][CH:28]=1)[CH2:24]Br.C(=O)([O-])[O-].[K+].[K+]. Product: [NH2:1][C:2]1[CH:7]=[C:6]([O:8][CH2:20][C:21]2[CH:28]=[CH:27][CH:26]=[C:23]([CH3:24])[CH:22]=2)[CH:5]=[CH:4][C:3]=1[S:9][C:10]1[CH:15]=[CH:14][C:13]([NH:16][C:17](=[O:19])[CH3:18])=[CH:12][CH:11]=1. The catalyst class is: 3.